This data is from Full USPTO retrosynthesis dataset with 1.9M reactions from patents (1976-2016). The task is: Predict the reactants needed to synthesize the given product. (1) Given the product [CH3:22][O:21][C:19]([N:10]1[CH2:11][CH2:12][CH:13]([C:15]([OH:17])=[O:16])[CH2:14][CH:9]1[C:5]1[CH:6]=[CH:7][CH:8]=[C:3]([C:2]([F:24])([F:1])[F:23])[CH:4]=1)=[O:20], predict the reactants needed to synthesize it. The reactants are: [F:1][C:2]([F:24])([F:23])[C:3]1[CH:4]=[C:5]([CH:9]2[CH2:14][CH:13]([C:15]([O:17]C)=[O:16])[CH2:12][CH2:11][N:10]2[C:19]([O:21][CH3:22])=[O:20])[CH:6]=[CH:7][CH:8]=1.C(#N)C.[Br-].[Li+].CCN(CC)CC. (2) Given the product [CH2:1]([NH:5][C:6](=[O:33])[C@H:7]([CH3:32])[CH2:8][C@@H:9]([C@@H:11]1[CH2:26][C@H:25]([CH3:27])[CH2:24][CH2:23][CH2:22][CH2:21][CH2:20][CH2:19][CH2:18][CH2:17][S:16](=[O:28])(=[O:29])[CH2:15][C@@H:14]([CH3:30])[C:13](=[O:31])[NH:12]1)[OH:10])[CH2:2][CH2:3][CH3:4], predict the reactants needed to synthesize it. The reactants are: [CH2:1]([NH:5][C:6](=[O:33])[C@H:7]([CH3:32])[CH2:8][C@@H:9]([C@@H:11]1[CH2:26][C@H:25]([CH3:27])[CH2:24][CH2:23][CH:22]=[CH:21][CH2:20][CH2:19][CH2:18][CH2:17][S:16](=[O:29])(=[O:28])[CH2:15][C@@H:14]([CH3:30])[C:13](=[O:31])[NH:12]1)[OH:10])[CH2:2][CH2:3][CH3:4]. (3) Given the product [Cl:22][CH2:15][C:16]1[N:20]=[C:23]([C:8]2[CH:3]=[CH:4][C:5]([CH2:9][C:10]([O:12][CH2:13][CH3:14])=[O:11])=[CH:6][CH:7]=2)[O:26][C:27]=1[CH3:28], predict the reactants needed to synthesize it. The reactants are: C([C:3]1[CH:4]=[C:5]([CH2:9][C:10]([O:12][CH2:13][CH3:14])=[O:11])[CH:6]=[CH:7][CH:8]=1)=O.[CH3:15][C:16](=[N:20]O)C(=O)C.[ClH:22].[C:23]([O:26][CH2:27][CH3:28])(=O)C. (4) Given the product [F:47][C:46]([F:49])([F:48])[C:44]([OH:50])=[O:45].[NH2:7][CH2:8][CH2:9][CH2:10][N:11]([CH:21]([C:25]1[C:34]([CH2:35][C:36]2[CH:37]=[CH:38][CH:39]=[CH:40][CH:41]=2)=[N:33][C:32]2[C:27](=[CH:28][C:29]([Cl:42])=[CH:30][CH:31]=2)[N:26]=1)[CH:22]1[CH2:23][CH2:24]1)[C:12](=[O:20])[C:13]1[CH:14]=[CH:15][C:16]([CH3:19])=[CH:17][CH:18]=1, predict the reactants needed to synthesize it. The reactants are: C(OC(=O)[NH:7][CH2:8][CH2:9][CH2:10][N:11]([CH:21]([C:25]1[C:34]([CH2:35][C:36]2[CH:41]=[CH:40][CH:39]=[CH:38][CH:37]=2)=[N:33][C:32]2[C:27](=[CH:28][C:29]([Cl:42])=[CH:30][CH:31]=2)[N:26]=1)[CH:22]1[CH2:24][CH2:23]1)[C:12](=[O:20])[C:13]1[CH:18]=[CH:17][C:16]([CH3:19])=[CH:15][CH:14]=1)(C)(C)C.[C:44]([OH:50])([C:46]([F:49])([F:48])[F:47])=[O:45]. (5) Given the product [C:3]1([C:9]2[N:14]3[CH:15]=[C:16]([CH2:18][O:19][C:20]4[CH:21]=[CH:22][C:23]([CH2:24][O:25]/[N:26]=[C:27](/[C:34]5[CH:35]=[CH:36][CH:37]=[CH:38][CH:39]=5)\[CH2:28][CH2:29][C:30]([OH:32])=[O:31])=[CH:40][CH:41]=4)[N:17]=[C:13]3[CH:12]=[CH:11][CH:10]=2)[CH:4]=[CH:5][CH:6]=[CH:7][CH:8]=1, predict the reactants needed to synthesize it. The reactants are: [OH-].[Na+].[C:3]1([C:9]2[N:14]3[CH:15]=[C:16]([CH2:18][O:19][C:20]4[CH:41]=[CH:40][C:23]([CH2:24][O:25]/[N:26]=[C:27](/[C:34]5[CH:39]=[CH:38][CH:37]=[CH:36][CH:35]=5)\[CH2:28][CH2:29][C:30]([O:32]C)=[O:31])=[CH:22][CH:21]=4)[N:17]=[C:13]3[CH:12]=[CH:11][CH:10]=2)[CH:8]=[CH:7][CH:6]=[CH:5][CH:4]=1.CO.Cl. (6) Given the product [CH3:1][CH:2]([CH3:22])[CH2:3][CH:4]([NH:5][C:31]1[N:36]=[CH:35][C:34]([C:37]([O:39][CH3:40])=[O:38])=[CH:33][N:32]=1)[C:6]1[CH:11]=[CH:10][C:9]([C:12]2[CH:17]=[CH:16][C:15]([C:18]([F:19])([F:20])[F:21])=[CH:14][CH:13]=2)=[CH:8][CH:7]=1, predict the reactants needed to synthesize it. The reactants are: [CH3:1][CH:2]([CH3:22])[CH2:3][CH:4]([C:6]1[CH:11]=[CH:10][C:9]([C:12]2[CH:17]=[CH:16][C:15]([C:18]([F:21])([F:20])[F:19])=[CH:14][CH:13]=2)=[CH:8][CH:7]=1)[NH2:5].CC(S(N)=O)(C)C.Cl[C:31]1[N:36]=[CH:35][C:34]([C:37]([O:39][CH3:40])=[O:38])=[CH:33][N:32]=1.C(N(C(C)C)CC)(C)C. (7) Given the product [F:19][C:13]1[CH:14]=[C:15]([F:18])[CH:16]=[C:17]2[C:12]=1[C:11]([CH3:21])([CH3:20])/[C:10](=[CH:22]\[CH:33]=[CH:32]\[CH:31]=[N:30]\[C:24]1[CH:29]=[CH:28][CH:27]=[CH:26][CH:25]=1)/[N:9]2[CH2:8][CH2:7][CH2:6][CH2:5][CH2:4][C:1]([OH:3])=[O:2], predict the reactants needed to synthesize it. The reactants are: [C:1]([CH2:4][CH2:5][CH2:6][CH2:7][CH2:8][N+:9]1[C:17]2[C:12](=[C:13]([F:19])[CH:14]=[C:15]([F:18])[CH:16]=2)[C:11]([CH3:21])([CH3:20])[C:10]=1[CH3:22])([OH:3])=[O:2].Cl.[C:24]1([N:30]=[CH:31][CH2:32][CH:33]=NC2C=CC=CC=2)[CH:29]=[CH:28][CH:27]=[CH:26][CH:25]=1.C(OC(=O)C)(=O)C. (8) Given the product [CH3:28][O:23][CH:22]([O:13][CH3:10])[C:21]1[CH:24]=[C:17]([CH:18]=[CH:19][C:20]=1[N+:25]([O-:27])=[O:26])[O:9][C:5]1[CH:4]=[C:3]([CH:8]=[CH:7][CH:6]=1)[C:1]#[N:2], predict the reactants needed to synthesize it. The reactants are: [C:1]([C:3]1[CH:4]=[C:5]([OH:9])[CH:6]=[CH:7][CH:8]=1)#[N:2].[C:10]([O-:13])([O-])=O.[K+].[K+].F[C:17]1[CH:18]=[CH:19][C:20]([N+:25]([O-:27])=[O:26])=[C:21]([CH:24]=1)[CH:22]=[O:23].[CH2:28](O)C.